Dataset: Full USPTO retrosynthesis dataset with 1.9M reactions from patents (1976-2016). Task: Predict the reactants needed to synthesize the given product. (1) Given the product [Cl:1][C:2]1[CH:3]=[C:4]([N:10]2[C:14]([CH3:15])=[C:13]([CH2:16][C:17]3[CH:25]=[CH:24][C:20]([C:21]([NH:28][CH3:27])=[O:23])=[CH:19][CH:18]=3)[C:12]([CH3:26])=[N:11]2)[CH:5]=[CH:6][C:7]=1[C:8]#[N:9], predict the reactants needed to synthesize it. The reactants are: [Cl:1][C:2]1[CH:3]=[C:4]([N:10]2[C:14]([CH3:15])=[C:13]([CH2:16][C:17]3[CH:25]=[CH:24][C:20]([C:21]([OH:23])=O)=[CH:19][CH:18]=3)[C:12]([CH3:26])=[N:11]2)[CH:5]=[CH:6][C:7]=1[C:8]#[N:9].[CH3:27][NH2:28].C1COCC1. (2) Given the product [Cl:1][C:2]1[CH:3]=[CH:4][C:5]([CH2:13][CH3:14])=[C:6]([N:8]2[CH:9]=[CH:10][CH:11]=[C:12]2[C:20]#[N:19])[CH:7]=1, predict the reactants needed to synthesize it. The reactants are: [Cl:1][C:2]1[CH:3]=[CH:4][C:5]([CH2:13][CH3:14])=[C:6]([N:8]2[CH:12]=[CH:11][CH:10]=[CH:9]2)[CH:7]=1.ClS([N:19]=[C:20]=O)(=O)=O.CN(C=O)C. (3) Given the product [CH3:17][N:16]([CH3:18])[C:12]1[CH:11]=[C:10]([C:9]2[O:8][CH:7]=[N:6][C:5]=2[C:3]([OH:4])=[O:2])[CH:15]=[CH:14][CH:13]=1, predict the reactants needed to synthesize it. The reactants are: C[O:2][C:3]([C:5]1[N:6]=[CH:7][O:8][C:9]=1[C:10]1[CH:15]=[CH:14][CH:13]=[C:12]([N:16]([CH3:18])[CH3:17])[CH:11]=1)=[O:4].COC(C1N=C(N(C)C)SC=1C1C=CC=C(OC)C=1)=O. (4) Given the product [CH3:22][O:21][CH2:20][CH2:19][N:3]1[CH:4]=[CH:5][C:6]([C:8]([O:10][CH3:11])=[O:9])=[CH:7][C:2]1=[O:1].[CH3:27][O:26][CH2:25][CH2:24][O:1][C:2]1[CH:7]=[C:6]([CH:5]=[CH:4][N:3]=1)[C:8]([O:10][CH3:11])=[O:9], predict the reactants needed to synthesize it. The reactants are: [O:1]=[C:2]1[CH:7]=[C:6]([C:8]([O:10][CH3:11])=[O:9])[CH:5]=[CH:4][NH:3]1.C([O-])([O-])=O.[K+].[K+].C1[CH2:22][O:21][CH2:20][CH2:19]1.Br[CH2:24][CH2:25][O:26][CH3:27]. (5) Given the product [Br:29][C:8]1[S:9][C:10]2[N:11]=[CH:12][N:13]([CH2:17][C:18]([F:19])([F:20])[F:21])[C:14](=[O:16])[C:15]=2[C:7]=1[C:1]1[CH:2]=[CH:3][CH:4]=[CH:5][CH:6]=1, predict the reactants needed to synthesize it. The reactants are: [C:1]1([C:7]2[C:15]3[C:14](=[O:16])[N:13]([CH2:17][C:18]([F:21])([F:20])[F:19])[CH:12]=[N:11][C:10]=3[S:9][CH:8]=2)[CH:6]=[CH:5][CH:4]=[CH:3][CH:2]=1.C1C(=O)N([Br:29])C(=O)C1. (6) Given the product [CH3:51][C:37]1[CH:38]=[C:39]([O:40][CH:41]2[CH2:45][CH2:44][N:43]([CH3:46])[C:42]2=[O:47])[CH:48]=[C:49]([CH3:50])[C:36]=1[C:5]1[CH:4]=[CH:3][C:2]([F:1])=[C:10]2[C:6]=1[CH2:7][CH2:8][C@H:9]2[O:11][C:12]1[CH:13]=[CH:14][C:15]2[C@H:16]([CH2:19][C:20]([O:22][CH3:23])=[O:21])[CH2:17][O:18][C:24]=2[CH:25]=1, predict the reactants needed to synthesize it. The reactants are: [F:1][C:2]1[CH:3]=[CH:4][C:5](B2OC(C)(C)C(C)(C)O2)=[C:6]2[C:10]=1[C@H:9]([O:11][C:12]1[CH:25]=[CH:24][C:15]3[C@H:16]([CH2:19][C:20]([O:22][CH3:23])=[O:21])[CH2:17][O:18][C:14]=3[CH:13]=1)[CH2:8][CH2:7]2.Br[C:36]1[C:49]([CH3:50])=[CH:48][C:39]([O:40][CH:41]2[CH2:45][CH2:44][N:43]([CH3:46])[C:42]2=[O:47])=[CH:38][C:37]=1[CH3:51].BrC1C=CC(F)=C2C=1CC[C@H]2OC1C=CC2[C@H](CC(OC)=O)COC=2C=1. (7) Given the product [F:1][C:2]1[CH:20]=[CH:19][C:5]([CH2:6][O:7][C:8]2[CH:13]=[CH:12][C:11]([CH:14]=[CH:15][C:16]([NH:40][C:41]3[S:42][S:43][C:44](=[S:46])[N:45]=3)=[O:17])=[CH:10][CH:9]=2)=[CH:4][CH:3]=1, predict the reactants needed to synthesize it. The reactants are: [F:1][C:2]1[CH:20]=[CH:19][C:5]([CH2:6][O:7][C:8]2[CH:13]=[CH:12][C:11]([CH:14]=[CH:15][C:16](O)=[O:17])=[CH:10][CH:9]=2)=[CH:4][CH:3]=1.C(N1C=CN=C1)(N1C=CN=C1)=O.N1C=CN=C1.[H-].[Na+].[NH2:40][C:41]1[S:42][S:43][C:44](=[S:46])[N:45]=1. (8) Given the product [CH3:22][O:21][C:19]([C:16]1[S:15][C:11]2[N:12]=[CH:13][N:14]=[C:9]([NH:8][C:5]3[CH:6]=[CH:7][C:2]([F:1])=[CH:3][C:4]=3[O:23][CH:29]3[CH2:33][CH2:32][N:31]([S:34]([CH3:37])(=[O:36])=[O:35])[CH2:30]3)[C:10]=2[C:17]=1[CH3:18])=[O:20], predict the reactants needed to synthesize it. The reactants are: [F:1][C:2]1[CH:7]=[CH:6][C:5]([NH:8][C:9]2[C:10]3[C:17]([CH3:18])=[C:16]([C:19]([O:21][CH3:22])=[O:20])[S:15][C:11]=3[N:12]=[CH:13][N:14]=2)=[C:4]([OH:23])[CH:3]=1.CS(O[CH:29]1[CH2:33][CH2:32][N:31]([S:34]([CH3:37])(=[O:36])=[O:35])[CH2:30]1)(=O)=O.C(=O)([O-])[O-].[K+].[K+].CCOC(C)=O. (9) Given the product [Br:1][C:2]1[CH:3]=[C:4]([S:8]([N:16]2[CH2:17][CH2:18][N:13]([CH3:12])[CH2:14][CH2:15]2)(=[O:10])=[O:9])[CH:5]=[CH:6][CH:7]=1, predict the reactants needed to synthesize it. The reactants are: [Br:1][C:2]1[CH:3]=[C:4]([S:8](Cl)(=[O:10])=[O:9])[CH:5]=[CH:6][CH:7]=1.[CH3:12][N:13]1[CH2:18][CH2:17][NH:16][CH2:15][CH2:14]1. (10) Given the product [F:11][C:5]1[C:6]([F:10])=[CH:7][CH:8]=[CH:9][C:4]=1/[C:2](=[N:18]\[S@@:16]([C:13]([CH3:15])([CH3:14])[CH3:12])=[O:17])/[CH3:1], predict the reactants needed to synthesize it. The reactants are: [CH3:1][C:2]([C:4]1[CH:9]=[CH:8][CH:7]=[C:6]([F:10])[C:5]=1[F:11])=O.[CH3:12][C:13]([S@:16]([NH2:18])=[O:17])([CH3:15])[CH3:14].